From a dataset of Full USPTO retrosynthesis dataset with 1.9M reactions from patents (1976-2016). Predict the reactants needed to synthesize the given product. Given the product [ClH:33].[ClH:33].[NH2:7][C@@H:8]1[CH2:10][C@H:9]1[C:11]1[CH:12]=[CH:13][C:14]([NH:17][C:18](=[O:19])[C:20]2[CH:25]=[CH:24][CH:23]=[C:22]([N:26]3[CH2:31][CH2:30][CH2:29][CH2:28][CH2:27]3)[CH:21]=2)=[CH:15][CH:16]=1, predict the reactants needed to synthesize it. The reactants are: C(OC(=O)[NH:7][C@@H:8]1[CH2:10][C@H:9]1[C:11]1[CH:16]=[CH:15][C:14]([NH:17][C:18]([C:20]2[CH:25]=[CH:24][CH:23]=[C:22]([N:26]3[CH2:31][CH2:30][CH2:29][CH2:28][CH2:27]3)[CH:21]=2)=[O:19])=[CH:13][CH:12]=1)(C)(C)C.[ClH:33].C(OCC)(=O)C.